Dataset: Peptide-MHC class I binding affinity with 185,985 pairs from IEDB/IMGT. Task: Regression. Given a peptide amino acid sequence and an MHC pseudo amino acid sequence, predict their binding affinity value. This is MHC class I binding data. The peptide sequence is IHIPGDTLF. The MHC is HLA-A02:01 with pseudo-sequence HLA-A02:01. The binding affinity (normalized) is 0.0847.